Dataset: Reaction yield outcomes from USPTO patents with 853,638 reactions. Task: Predict the reaction yield, written as a fraction of the theoretical maximum amount of product (1.0 means a 100% yield; for example, 0.34 means a 34% yield). (1) The reactants are [O:1]1[CH2:6][CH2:5][CH:4]([C:7]([OH:9])=[O:8])[CH2:3][CH2:2]1.O.[C:11](=[O:18])([S:15][CH2:16][CH3:17])[O:12][CH2:13]I. The catalyst is ClCCl. The product is [CH2:16]([S:15][C:11]([O:12][CH2:13][O:8][C:7]([CH:4]1[CH2:5][CH2:6][O:1][CH2:2][CH2:3]1)=[O:9])=[O:18])[CH3:17]. The yield is 1.00. (2) The reactants are [N:1]1[C:10]2[C:5](=[CH:6][CH:7]=[CH:8][CH:9]=2)[CH:4]=[CH:3][CH:2]=1.CC(C[AlH]CC(C)C)C.C1(C)C=CC=CC=1.[C:27](OC(=O)C)(=[O:29])[CH3:28]. The catalyst is C(OCC)C.O. The product is [C:27]([N:1]1[C:10]2[C:5](=[CH:6][CH:7]=[CH:8][CH:9]=2)[CH:4]=[CH:3][CH2:2]1)(=[O:29])[CH3:28]. The yield is 0.440. (3) The reactants are CO.[Li+].[BH4-].C([O:7][C:8]([C:10]1[CH:11]=[C:12]2[CH2:17][CH2:16][CH2:15][N:13]2[N:14]=1)=O)C. The catalyst is C1COCC1. The product is [N:14]1[N:13]2[CH2:15][CH2:16][CH2:17][C:12]2=[CH:11][C:10]=1[CH2:8][OH:7]. The yield is 0.780. (4) The reactants are [F:1][C:2]([F:24])([F:23])[C:3]1[CH:8]=[CH:7][C:6]([C:9]2[CH:14]=[CH:13][C:12]([CH:15]([OH:22])[CH2:16][CH2:17][CH2:18][CH2:19][CH2:20][CH3:21])=[CH:11][CH:10]=2)=[CH:5][CH:4]=1.[CH2:25]([O:27][C:28](=[O:42])[CH2:29][CH2:30][NH:31][C:32](=[O:41])[C:33]1[CH:38]=[CH:37][C:36](O)=[C:35]([F:40])[CH:34]=1)[CH3:26].C(P(CCCC)CCCC)CCC.C(OCC)(=O)C. The catalyst is C1(C)C=CC=CC=1. The product is [CH2:25]([O:27][C:28](=[O:42])[CH2:29][CH2:30][NH:31][C:32](=[O:41])[C:33]1[CH:38]=[CH:37][C:36]([O:22][CH:15]([C:12]2[CH:13]=[CH:14][C:9]([C:6]3[CH:5]=[CH:4][C:3]([C:2]([F:23])([F:24])[F:1])=[CH:8][CH:7]=3)=[CH:10][CH:11]=2)[CH2:16][CH2:17][CH2:18][CH2:19][CH2:20][CH3:21])=[C:35]([F:40])[CH:34]=1)[CH3:26]. The yield is 0.900. (5) The reactants are [F:1][C:2]([F:32])([F:31])[C:3]1[N:7]2[N:8]=[C:9]([N:12]3[CH2:17][CH2:16][CH:15]([C:18]4[CH:30]=[CH:29][C:21]([O:22][CH2:23][CH2:24][CH2:25][C:26](O)=[O:27])=[CH:20][CH:19]=4)[CH2:14][CH2:13]3)[CH:10]=[CH:11][C:6]2=[N:5][N:4]=1.[CH3:33][O:34][CH2:35][CH2:36][NH:37][CH3:38]. No catalyst specified. The product is [CH3:33][O:34][CH2:35][CH2:36][N:37]([CH3:38])[C:26](=[O:27])[CH2:25][CH2:24][CH2:23][O:22][C:21]1[CH:20]=[CH:19][C:18]([CH:15]2[CH2:16][CH2:17][N:12]([C:9]3[CH:10]=[CH:11][C:6]4[N:7]([C:3]([C:2]([F:31])([F:1])[F:32])=[N:4][N:5]=4)[N:8]=3)[CH2:13][CH2:14]2)=[CH:30][CH:29]=1. The yield is 0.500.